From a dataset of Peptide-MHC class I binding affinity with 185,985 pairs from IEDB/IMGT. Regression. Given a peptide amino acid sequence and an MHC pseudo amino acid sequence, predict their binding affinity value. This is MHC class I binding data. (1) The peptide sequence is KTQVGVGVQK. The MHC is HLA-A11:01 with pseudo-sequence HLA-A11:01. The binding affinity (normalized) is 0.622. (2) The peptide sequence is LLPLQNLFM. The MHC is Mamu-A01 with pseudo-sequence Mamu-A01. The binding affinity (normalized) is 0.623. (3) The peptide sequence is EHIPTMKIF. The MHC is HLA-B15:09 with pseudo-sequence HLA-B15:09. The binding affinity (normalized) is 0.472. (4) The peptide sequence is PSSDVVAEY. The MHC is HLA-A11:01 with pseudo-sequence HLA-A11:01. The binding affinity (normalized) is 0.0147. (5) The peptide sequence is SVMNFIPII. The MHC is HLA-A32:01 with pseudo-sequence HLA-A32:01. The binding affinity (normalized) is 1.00. (6) The peptide sequence is ITSKSRQVL. The MHC is HLA-B35:01 with pseudo-sequence HLA-B35:01. The binding affinity (normalized) is 0.0847.